The task is: Regression. Given a peptide amino acid sequence and an MHC pseudo amino acid sequence, predict their binding affinity value. This is MHC class I binding data.. This data is from Peptide-MHC class I binding affinity with 185,985 pairs from IEDB/IMGT. (1) The peptide sequence is ESRPFDLIK. The MHC is HLA-A03:01 with pseudo-sequence HLA-A03:01. The binding affinity (normalized) is 0.165. (2) The peptide sequence is MTTSMTMSY. The MHC is HLA-A03:01 with pseudo-sequence HLA-A03:01. The binding affinity (normalized) is 0.472. (3) The peptide sequence is SEAQMSIQLI. The MHC is HLA-B44:03 with pseudo-sequence HLA-B44:03. The binding affinity (normalized) is 0.495. (4) The peptide sequence is SSWNSAHEK. The MHC is HLA-B46:01 with pseudo-sequence HLA-B46:01. The binding affinity (normalized) is 0.0847. (5) The peptide sequence is ALFDRPAFK. The MHC is HLA-A31:01 with pseudo-sequence HLA-A31:01. The binding affinity (normalized) is 0.853. (6) The peptide sequence is TRVTAIEKYLK. The MHC is Mamu-B08 with pseudo-sequence Mamu-B08. The binding affinity (normalized) is 0.0912. (7) The peptide sequence is MTDAIRTLK. The MHC is HLA-B15:01 with pseudo-sequence HLA-B15:01. The binding affinity (normalized) is 0.0847. (8) The peptide sequence is QKDINTPGY. The MHC is HLA-B27:05 with pseudo-sequence HLA-B27:05. The binding affinity (normalized) is 0.0847. (9) The peptide sequence is VMKRNFIDF. The MHC is HLA-B27:05 with pseudo-sequence HLA-B27:05. The binding affinity (normalized) is 0.0847. (10) The peptide sequence is VKVLRPTPRG. The MHC is HLA-A30:01 with pseudo-sequence HLA-A30:01. The binding affinity (normalized) is 0.195.